From a dataset of Full USPTO retrosynthesis dataset with 1.9M reactions from patents (1976-2016). Predict the reactants needed to synthesize the given product. (1) Given the product [CH2:1]([C:4]1[CH2:9][CH2:8][CH2:7][C:6]([CH3:11])([CH3:10])[C:5]=1[CH2:12][C:13]([OH:15])=[O:14])[CH:2]=[CH2:3], predict the reactants needed to synthesize it. The reactants are: [CH2:1]([C:4]1[CH2:9][CH2:8][CH2:7][C:6]([CH3:11])([CH3:10])[C:5]=1[CH2:12][C:13]([O:15]CC1C=CC=CC=1)=[O:14])[CH:2]=[CH2:3].[OH-].[Na+]. (2) Given the product [C:7]([O:11][C:12](=[O:32])[NH:13][CH:14]1[CH2:18][CH2:17][N:16]([CH:19]2[CH2:24][CH2:23][N:22]([C:25]3[N:30]=[C:29]([C:50]4[CH:41]=[CH:42][C:43]5[C:44]([CH3:54])([CH3:53])[CH2:45][CH2:46][C:47]([CH3:52])([CH3:51])[C:48]=5[CH:49]=4)[N:28]=[CH:27][N:26]=3)[CH2:21][CH2:20]2)[CH2:15]1)([CH3:10])([CH3:9])[CH3:8], predict the reactants needed to synthesize it. The reactants are: C(=O)([O-])[O-].[Na+].[Na+].[C:7]([O:11][C:12](=[O:32])[NH:13][CH:14]1[CH2:18][CH2:17][N:16]([CH:19]2[CH2:24][CH2:23][N:22]([C:25]3[N:30]=[C:29](Cl)[N:28]=[CH:27][N:26]=3)[CH2:21][CH2:20]2)[CH2:15]1)([CH3:10])([CH3:9])[CH3:8].CC1(C)C(C)(C)OB([C:41]2[CH:50]=[CH:49][C:48]3[C:47]([CH3:52])([CH3:51])[CH2:46][CH2:45][C:44]([CH3:54])([CH3:53])[C:43]=3[CH:42]=2)O1. (3) Given the product [Cl:32][C:12]1[CH:11]=[C:10]([N:4]2[CH2:3][C@H:2]([CH3:1])[CH2:6][S:5]2(=[O:8])=[O:7])[CH:15]=[CH:14][C:13]=1[C:16]([N:18]1[CH2:19][CH2:20][N:21]([C:24]2[C:29]([CH3:30])=[CH:28][C:27]([CH3:31])=[CH:26][N:25]=2)[CH2:22][CH2:23]1)=[O:17], predict the reactants needed to synthesize it. The reactants are: [CH3:1][C@@H:2]1[CH2:6][S:5](=[O:8])(=[O:7])[NH:4][CH2:3]1.Br[C:10]1[CH:15]=[CH:14][C:13]([C:16]([N:18]2[CH2:23][CH2:22][N:21]([C:24]3[C:29]([CH3:30])=[CH:28][C:27]([CH3:31])=[CH:26][N:25]=3)[CH2:20][CH2:19]2)=[O:17])=[C:12]([Cl:32])[CH:11]=1. (4) Given the product [C:48]([O:42][C:39]1[CH:40]=[CH:41][C:36]([CH2:35][C@@H:18]2[N:13]3[C:14](=[O:17])[CH2:15][CH2:16][N:11]([C:9](=[O:10])[NH:8][CH2:1][C:2]4[CH:7]=[CH:6][CH:5]=[CH:4][CH:3]=4)[CH:12]3[C@H:21]([CH3:22])[N:20]([CH2:23][C:24]3[C:33]4[C:28](=[CH:29][CH:30]=[CH:31][CH:32]=4)[CH:27]=[CH:26][CH:25]=3)[C:19]2=[O:34])=[CH:37][CH:38]=1)(=[O:60])[CH2:49][CH2:50][CH2:51][CH2:52][CH2:53][CH2:54][CH2:55][CH2:56][CH2:57][CH2:58][CH3:59], predict the reactants needed to synthesize it. The reactants are: [CH2:1]([NH:8][C:9]([N:11]1[CH2:16][CH2:15][C:14](=[O:17])[N:13]2[C@@H:18]([CH2:35][C:36]3[CH:41]=[CH:40][C:39]([OH:42])=[CH:38][CH:37]=3)[C:19](=[O:34])[N:20]([CH2:23][C:24]3[C:33]4[C:28](=[CH:29][CH:30]=[CH:31][CH:32]=4)[CH:27]=[CH:26][CH:25]=3)[C@@H:21]([CH3:22])[CH:12]12)=[O:10])[C:2]1[CH:7]=[CH:6][CH:5]=[CH:4][CH:3]=1.C1COCC1.[C:48](Cl)(=[O:60])[CH2:49][CH2:50][CH2:51][CH2:52][CH2:53][CH2:54][CH2:55][CH2:56][CH2:57][CH2:58][CH3:59].C(N(CC)CC)C. (5) Given the product [Br:12][C:13]1[CH:18]=[CH:17][C:16]([S:19]([O:22][CH:23]2[CH2:24][N:25]3[C:26](=[N:1][C:2]4[C:3]([C:4]3=[O:6])=[CH:7][CH:8]=[C:9]([Br:11])[CH:10]=4)[CH2:27][CH2:28]2)(=[O:21])=[O:20])=[CH:15][CH:14]=1, predict the reactants needed to synthesize it. The reactants are: [NH2:1][C:2]1[CH:10]=[C:9]([Br:11])[CH:8]=[CH:7][C:3]=1[C:4]([OH:6])=O.[Br:12][C:13]1[CH:18]=[CH:17][C:16]([S:19]([O:22][CH:23]2[CH2:28][CH2:27][C:26](=O)[NH:25][CH2:24]2)(=[O:21])=[O:20])=[CH:15][CH:14]=1.P(Cl)(Cl)(Cl)=O. (6) Given the product [F:10][C:11]1[CH:19]=[CH:18][C:14]([C:15]2[NH:8][C:7]3[C:2]([N:1]=2)=[N:3][C:4]([NH2:9])=[CH:5][CH:6]=3)=[CH:13][CH:12]=1, predict the reactants needed to synthesize it. The reactants are: [NH2:1][C:2]1[C:7]([NH2:8])=[CH:6][CH:5]=[C:4]([NH2:9])[N:3]=1.[F:10][C:11]1[CH:19]=[CH:18][C:14]([C:15](O)=O)=[CH:13][CH:12]=1. (7) The reactants are: [CH2:1]([O:3][C:4](=[O:14])[CH:5]([C:7]1[CH:12]=[CH:11][C:10]([Cl:13])=[CH:9][CH:8]=1)O)[CH3:2].COCCN(S(F)(F)[F:25])CCOC.C([O-])(O)=O.[Na+]. Given the product [CH2:1]([O:3][C:4](=[O:14])[CH:5]([C:7]1[CH:12]=[CH:11][C:10]([Cl:13])=[CH:9][CH:8]=1)[F:25])[CH3:2], predict the reactants needed to synthesize it.